Predict the product of the given reaction. From a dataset of Forward reaction prediction with 1.9M reactions from USPTO patents (1976-2016). (1) Given the reactants [OH:1][C:2]1[CH:7]=[CH:6][C:5]([CH2:8][C:9]([NH:11][C:12]2[CH:17]=[CH:16][CH:15]=[C:14](I)[CH:13]=2)=[O:10])=[CH:4][C:3]=1[O:19][CH3:20].O[C:22]1[CH:27]=[CH:26][C:25](CC(N[C:22]2[CH:27]=[CH:26][C:25](I)=[CH:24][CH:23]=2)=O)=[CH:24][C:23]=1OC, predict the reaction product. The product is: [OH:1][C:2]1[CH:7]=[CH:6][C:5]([CH2:8][C:9]([NH:11][C:12]2[CH:17]=[CH:16][C:15]([C:22]3[CH:27]=[CH:26][CH:25]=[CH:24][CH:23]=3)=[CH:14][CH:13]=2)=[O:10])=[CH:4][C:3]=1[O:19][CH3:20]. (2) Given the reactants [CH2:1]([O:3][C:4]1[N:8]([CH2:9][C:10]2[CH:15]=[CH:14][C:13]([C:16]3[CH:21]=[CH:20][CH:19]=[CH:18][C:17]=3[C:22]3[N:26](C(C4C=CC=CC=4)(C4C=CC=CC=4)C4C=CC=CC=4)[N:25]=[N:24][N:23]=3)=[CH:12][CH:11]=2)[C:7]2[C:46]([C:50]([O:52][C:53]([O:56][C:57]([O:59][C@@H:60]3[CH2:64][O:63][C@@H:62]4[C@H:65]([O:68][C:69](=[O:83])[CH2:70][CH2:71][CH2:72][CH:73]([O:79][N+:80]([O-:82])=[O:81])[CH2:74][O:75][N+:76]([O-:78])=[O:77])[CH2:66][O:67][C@H:61]34)=[O:58])([CH3:55])[CH3:54])=[O:51])=[CH:47][CH:48]=[CH:49][C:6]=2[N:5]=1)[CH3:2].CO, predict the reaction product. The product is: [NH:26]1[C:22]([C:17]2[CH:18]=[CH:19][CH:20]=[CH:21][C:16]=2[C:13]2[CH:12]=[CH:11][C:10]([CH2:9][N:8]3[C:7]4[C:46]([C:50]([O:52][C:53]([O:56][C:57]([O:59][C@@H:60]5[CH2:64][O:63][C@@H:62]6[C@H:65]([O:68][C:69](=[O:83])[CH2:70][CH2:71][CH2:72][CH:73]([O:79][N+:80]([O-:82])=[O:81])[CH2:74][O:75][N+:76]([O-:78])=[O:77])[CH2:66][O:67][C@H:61]56)=[O:58])([CH3:55])[CH3:54])=[O:51])=[CH:47][CH:48]=[CH:49][C:6]=4[N:5]=[C:4]3[O:3][CH2:1][CH3:2])=[CH:15][CH:14]=2)=[N:23][N:24]=[N:25]1. (3) Given the reactants [Br:1][C:2]1[C:3]([O:12][CH3:13])=[CH:4][C:5]2[S:9][C:8]([NH2:10])=[N:7][C:6]=2[CH:11]=1.[CH2:14]([N:16]=[C:17]=[O:18])[CH3:15], predict the reaction product. The product is: [Br:1][C:2]1[C:3]([O:12][CH3:13])=[CH:4][C:5]2[S:9][C:8]([NH:10][C:17]([NH:16][CH2:14][CH3:15])=[O:18])=[N:7][C:6]=2[CH:11]=1. (4) Given the reactants Br[C:2]1[C:8]([F:9])=[C:7]([Cl:10])[CH:6]=[C:5]([F:11])[C:3]=1[NH2:4].[CH3:12][Sn](C)(C)C, predict the reaction product. The product is: [Cl:10][C:7]1[CH:6]=[C:5]([F:11])[C:3]([NH2:4])=[C:2]([CH3:12])[C:8]=1[F:9]. (5) Given the reactants [CH3:1][N:2]([CH3:6])[CH2:3][CH2:4][NH2:5].CCN(C(C)C)C(C)C.[Cl:16][C:17]1[C:18]([CH2:46][N:47]2[CH2:52][CH2:51][CH2:50][C@@H:49]([C:53](O)=[O:54])[CH2:48]2)=[C:19]([C:42]([F:45])([F:44])[F:43])[CH:20]=[C:21]2[C:26]=1[NH:25][C:24](=[O:27])[N:23]([CH2:28][C:29]1[CH:34]=[C:33]([Cl:35])[CH:32]=[CH:31][C:30]=1[S:36]([CH2:39][CH3:40])(=[O:38])=[O:37])[C:22]2=[O:41].CN(C(ON1N=NC2C=CC=NC1=2)=[N+](C)C)C.F[P-](F)(F)(F)(F)F, predict the reaction product. The product is: [Cl:16][C:17]1[C:18]([CH2:46][N:47]2[CH2:52][CH2:51][CH2:50][C@@H:49]([C:53]([NH:5][CH2:4][CH2:3][N:2]([CH3:6])[CH3:1])=[O:54])[CH2:48]2)=[C:19]([C:42]([F:44])([F:43])[F:45])[CH:20]=[C:21]2[C:26]=1[NH:25][C:24](=[O:27])[N:23]([CH2:28][C:29]1[CH:34]=[C:33]([Cl:35])[CH:32]=[CH:31][C:30]=1[S:36]([CH2:39][CH3:40])(=[O:38])=[O:37])[C:22]2=[O:41]. (6) Given the reactants [CH:1]1([O:5][C:6]2[C:15](B3OC(C)(C)C(C)(C)O3)=[CH:14][CH:13]=[C:12]3[C:7]=2[CH2:8][CH2:9][C@H:10]([CH3:30])[N:11]3[C:25]([CH:27]2[CH2:29][CH2:28]2)=[O:26])[CH2:4][CH2:3][CH2:2]1.[CH:31]1([N:34]2[C:38]([NH2:39])=[C:37](I)[CH:36]=[N:35]2)[CH2:33][CH2:32]1.C(=O)([O-])[O-].[Na+].[Na+].O1CCOCC1, predict the reaction product. The product is: [NH2:39][C:38]1[N:34]([CH:31]2[CH2:33][CH2:32]2)[N:35]=[CH:36][C:37]=1[C:15]1[C:6]([O:5][CH:1]2[CH2:4][CH2:3][CH2:2]2)=[C:7]2[C:12](=[CH:13][CH:14]=1)[N:11]([C:25]([CH:27]1[CH2:29][CH2:28]1)=[O:26])[C@@H:10]([CH3:30])[CH2:9][CH2:8]2. (7) Given the reactants [C:1]1([C:7]2([C:22]3[CH:27]=[CH:26][C:25]([CH3:28])=[CH:24][CH:23]=3)[C:19]3[CH:18]=[C:17]([Br:20])[CH:16]=[CH:15][C:14]=3[C:13]3[C:8]2=[CH:9][C:10]([Br:21])=[CH:11][CH:12]=3)[CH:6]=[CH:5][CH:4]=[CH:3][CH:2]=1.C1C(=O)N([Br:36])C(=O)C1, predict the reaction product. The product is: [C:1]1([C:7]2([C:22]3[CH:23]=[CH:24][C:25]([CH2:28][Br:36])=[CH:26][CH:27]=3)[C:8]3[CH:9]=[C:10]([Br:21])[CH:11]=[CH:12][C:13]=3[C:14]3[C:19]2=[CH:18][C:17]([Br:20])=[CH:16][CH:15]=3)[CH:6]=[CH:5][CH:4]=[CH:3][CH:2]=1. (8) Given the reactants C(=O)([O-])[O-].[Na+].[Na+].Cl.[O:8]1[C@H:15]2[C@H:11]([NH:12][CH2:13][CH2:14]2)[C@@H:10]([OH:16])[CH2:9]1.[CH:17]1[C:29]2[CH:28]([CH2:30][O:31][C:32](Cl)=[O:33])[C:27]3[C:22](=[CH:23][CH:24]=[CH:25][CH:26]=3)[C:21]=2[CH:20]=[CH:19][CH:18]=1, predict the reaction product. The product is: [OH:16][C@@H:10]1[C@H:11]2[N:12]([C:32]([O:31][CH2:30][CH:28]3[C:27]4[CH:26]=[CH:25][CH:24]=[CH:23][C:22]=4[C:21]4[C:29]3=[CH:17][CH:18]=[CH:19][CH:20]=4)=[O:33])[CH2:13][CH2:14][C@H:15]2[O:8][CH2:9]1. (9) Given the reactants Cl.Cl.[NH:3]1[CH2:6][CH:5]([C:7]2[C:8]([O:28][CH3:29])=[C:9]([CH:15]([N:17]3[C:21]4=[N:22][CH:23]=[N:24][C:25]([NH2:26])=[C:20]4[C:19]([CH3:27])=[N:18]3)[CH3:16])[CH:10]=[C:11]([Cl:14])[C:12]=2[F:13])[CH2:4]1.C(N([CH2:35][CH3:36])CC)C.C=O.[C:39](O[BH-](OC(=O)C)OC(=O)C)(=[O:41])C.[Na+], predict the reaction product. The product is: [Cl:14][C:11]1[C:12]([F:13])=[C:7]([CH:5]2[CH2:4][N:3]([CH:36]3[CH2:35][O:41][CH2:39]3)[CH2:6]2)[C:8]([O:28][CH3:29])=[C:9]([CH:15]([N:17]2[C:21]3=[N:22][CH:23]=[N:24][C:25]([NH2:26])=[C:20]3[C:19]([CH3:27])=[N:18]2)[CH3:16])[CH:10]=1.